This data is from Forward reaction prediction with 1.9M reactions from USPTO patents (1976-2016). The task is: Predict the product of the given reaction. (1) Given the reactants [CH3:1][C:2]([CH3:9])([CH2:6][CH:7]=[O:8])[C:3]([O-:5])=[O:4].ClC1SC2C=CC=CC=2N=1.S1C2C=CC=CC=2N=C1NC1C=CC(C2C=CC(C(=O)CC(C)(C)C(OC)=O)=CC=2)=CC=1.[OH-].[Na+].Cl, predict the reaction product. The product is: [CH3:1][C:2]([CH3:9])([CH2:6][CH:7]=[O:8])[C:3]([OH:5])=[O:4]. (2) Given the reactants [NH:1]1[CH2:6][CH2:5][NH:4][CH2:3][C:2]1=[O:7].C(=O)([O-])[O-].[Na+].[Na+].Cl[C:15]([O:17][CH2:18][C:19]1[CH:24]=[CH:23][CH:22]=[CH:21][CH:20]=1)=[O:16], predict the reaction product. The product is: [CH2:18]([O:17][C:15]([N:4]1[CH2:5][CH2:6][NH:1][C:2](=[O:7])[CH2:3]1)=[O:16])[C:19]1[CH:24]=[CH:23][CH:22]=[CH:21][CH:20]=1.